The task is: Predict the reaction yield, written as a fraction of the theoretical maximum amount of product (1.0 means a 100% yield; for example, 0.34 means a 34% yield).. This data is from Reaction yield outcomes from USPTO patents with 853,638 reactions. (1) The reactants are [CH3:1][O:2][C:3]1[N:11]=[CH:10][CH:9]=[CH:8][C:4]=1[C:5]([OH:7])=O.[CH3:12][NH:13][O:14][CH3:15].CCN(CC)CC.CCCP1(OP(CCC)(=O)OP(CCC)(=O)O1)=O. The catalyst is C(Cl)Cl. The product is [CH3:1][O:2][C:3]1[N:11]=[CH:10][CH:9]=[CH:8][C:4]=1[C:5]([N:13]([O:14][CH3:15])[CH3:12])=[O:7]. The yield is 0.910. (2) The reactants are [OH:1][C:2]1[CH:3]=[C:4]([NH:9][C:10](=[O:14])[CH:11]([CH3:13])[CH3:12])[CH:5]=[CH:6][C:7]=1[CH3:8].[C:15](=O)([O-])[O-].[K+].[K+].CI. The catalyst is CC(C)=O. The product is [CH3:15][O:1][C:2]1[CH:3]=[C:4]([NH:9][C:10](=[O:14])[CH:11]([CH3:12])[CH3:13])[CH:5]=[CH:6][C:7]=1[CH3:8]. The yield is 0.950.